From a dataset of Reaction yield outcomes from USPTO patents with 853,638 reactions. Predict the reaction yield, written as a fraction of the theoretical maximum amount of product (1.0 means a 100% yield; for example, 0.34 means a 34% yield). (1) The reactants are COC1C=CC(C(C2C=CC(OC)=C(OC)C=2)O)=CC=1[N+]([O-])=O.[CH3:24][O:25][C:26]1[CH:27]=[C:28](Br)[CH:29]=[C:30]([O:34][CH3:35])[C:31]=1[O:32][CH3:33].[Mg].[CH3:38][O:39][C:40]1[CH:41]=[CH:42][C:43]([N+:48]([O-:50])=[O:49])=[C:44]([CH:47]=1)[CH:45]=[O:46]. No catalyst specified. The product is [CH3:38][O:39][C:40]1[CH:41]=[CH:42][C:43]([N+:48]([O-:50])=[O:49])=[C:44]([CH:45]([C:28]2[CH:27]=[C:26]([O:25][CH3:24])[C:31]([O:32][CH3:33])=[C:30]([O:34][CH3:35])[CH:29]=2)[OH:46])[CH:47]=1. The yield is 0.530. (2) The reactants are I[C:2]1[C:10]2[C:5](=[CH:6][C:7]([C@H:11]3[C@@:13]4([C:21]5[C:16](=[CH:17][CH:18]=[C:19]([O:22][CH3:23])[CH:20]=5)[NH:15][C:14]4=[O:24])[CH2:12]3)=[CH:8][CH:9]=2)[NH:4][N:3]=1.[C:25]([O:28][CH:29]1[CH2:34][CH2:33][N:32]([C:35]2[CH:40]=[CH:39][C:38](B3OC(C)(C)C(C)(C)O3)=[CH:37][CH:36]=2)[CH2:31][CH2:30]1)(=[O:27])[CH3:26]. No catalyst specified. The product is [C:25]([O:28][CH:29]1[CH2:30][CH2:31][N:32]([C:35]2[CH:40]=[CH:39][C:38]([C:2]3[C:10]4[C:5](=[CH:6][C:7]([C@H:11]5[C@@:13]6([C:21]7[C:16](=[CH:17][CH:18]=[C:19]([O:22][CH3:23])[CH:20]=7)[NH:15][C:14]6=[O:24])[CH2:12]5)=[CH:8][CH:9]=4)[NH:4][N:3]=3)=[CH:37][CH:36]=2)[CH2:33][CH2:34]1)(=[O:27])[CH3:26]. The yield is 0.410. (3) The reactants are [CH3:1][C:2]1[C:11]2[N:10]3[CH:12]=[CH:13][CH:14]=[C:9]3[C:8](=[O:15])[N:7]([CH2:16][C:17]([O:19]C)=[O:18])[C:6]=2[N:5]=[CH:4][CH:3]=1.[Li+].[OH-]. The catalyst is CO.O.C1COCC1. The product is [CH3:1][C:2]1[C:11]2[N:10]3[CH:12]=[CH:13][CH:14]=[C:9]3[C:8](=[O:15])[N:7]([CH2:16][C:17]([OH:19])=[O:18])[C:6]=2[N:5]=[CH:4][CH:3]=1. The yield is 0.730. (4) The reactants are [Br:1][C:2]1[C:3]([CH3:23])=[CH:4][C:5]([CH:8]([N:13]=CC2C=CC(OC)=CC=2)[C:9]([F:12])([F:11])[F:10])=[N:6][CH:7]=1.O1CCOCC1.Cl.O. No catalyst specified. The product is [Br:1][C:2]1[C:3]([CH3:23])=[CH:4][C:5]([CH:8]([NH2:13])[C:9]([F:10])([F:11])[F:12])=[N:6][CH:7]=1. The yield is 0.620.